Dataset: Merck oncology drug combination screen with 23,052 pairs across 39 cell lines. Task: Regression. Given two drug SMILES strings and cell line genomic features, predict the synergy score measuring deviation from expected non-interaction effect. (1) Drug 1: O=C(NOCC(O)CO)c1ccc(F)c(F)c1Nc1ccc(I)cc1F. Drug 2: Cc1nc(Nc2ncc(C(=O)Nc3c(C)cccc3Cl)s2)cc(N2CCN(CCO)CC2)n1. Cell line: ZR751. Synergy scores: synergy=-39.7. (2) Drug 1: O=S1(=O)NC2(CN1CC(F)(F)F)C1CCC2Cc2cc(C=CCN3CCC(C(F)(F)F)CC3)ccc2C1. Drug 2: NC(=O)c1cccc2cn(-c3ccc(C4CCCNC4)cc3)nc12. Cell line: VCAP. Synergy scores: synergy=12.1. (3) Drug 1: COC12C(COC(N)=O)C3=C(C(=O)C(C)=C(N)C3=O)N1CC1NC12. Drug 2: CCN(CC)CCNC(=O)c1c(C)[nH]c(C=C2C(=O)Nc3ccc(F)cc32)c1C. Cell line: UWB1289. Synergy scores: synergy=-2.31. (4) Drug 1: CC1(c2nc3c(C(N)=O)cccc3[nH]2)CCCN1. Drug 2: Cn1cc(-c2cnn3c(N)c(Br)c(C4CCCNC4)nc23)cn1. Cell line: A2058. Synergy scores: synergy=15.5.